From a dataset of Peptide-MHC class I binding affinity with 185,985 pairs from IEDB/IMGT. Regression. Given a peptide amino acid sequence and an MHC pseudo amino acid sequence, predict their binding affinity value. This is MHC class I binding data. (1) The peptide sequence is DHEFVDEFY. The MHC is HLA-A24:02 with pseudo-sequence HLA-A24:02. The binding affinity (normalized) is 0. (2) The binding affinity (normalized) is 0.0744. The peptide sequence is FEKHILPFMS. The MHC is HLA-B45:01 with pseudo-sequence HLA-B45:01. (3) The peptide sequence is IHDFVDKTL. The MHC is HLA-A02:03 with pseudo-sequence HLA-A02:03. The binding affinity (normalized) is 0.0847.